From a dataset of Forward reaction prediction with 1.9M reactions from USPTO patents (1976-2016). Predict the product of the given reaction. (1) The product is: [C:1]([O:11][CH:12]([C:14]([CH2:19][OH:24])([F:15])[F:16])[F:13])([C:4]([C:7]([F:10])([F:9])[F:8])([F:6])[F:5])([F:3])[F:2]. Given the reactants [C:1]([O:11][C:12](=[C:14]([F:16])[F:15])[F:13])([C:4]([C:7]([F:10])([F:9])[F:8])([F:6])[F:5])([F:3])[F:2].CO.[C:19]([O:24]OC(=O)C1C=CC=CC=1)(CC)(C)C, predict the reaction product. (2) Given the reactants FC(F)(F)S(O[C:7]1[C:12]([F:13])=[CH:11][CH:10]=[C:9]([F:14])[N:8]=1)(=O)=O.[Cl:17][C:18]1[C:19](B(O)O)=[CH:20][C:21]([F:24])=[N:22][CH:23]=1.C(=O)([O-])[O-].[Na+].[Na+], predict the reaction product. The product is: [Cl:17][C:18]1[C:19]([C:7]2[C:12]([F:13])=[CH:11][CH:10]=[C:9]([F:14])[N:8]=2)=[CH:20][C:21]([F:24])=[N:22][CH:23]=1. (3) The product is: [Cl:21][C:22]1[C:27]([C:2]2[CH:7]=[CH:6][N:5]=[C:4]3[N:8]([Si:11]([CH:18]([CH3:20])[CH3:19])([CH:15]([CH3:17])[CH3:16])[CH:12]([CH3:13])[CH3:14])[CH:9]=[CH:10][C:3]=23)=[CH:26][CH:25]=[CH:24][N:23]=1. Given the reactants Cl[C:2]1[CH:7]=[CH:6][N:5]=[C:4]2[N:8]([Si:11]([CH:18]([CH3:20])[CH3:19])([CH:15]([CH3:17])[CH3:16])[CH:12]([CH3:14])[CH3:13])[CH:9]=[CH:10][C:3]=12.[Cl:21][C:22]1[C:27](B(O)O)=[CH:26][CH:25]=[CH:24][N:23]=1.C1(P(C2CCCCC2)C2C=CC=CC=2C2C=CC=CC=2)CCCCC1.[O-]P([O-])([O-])=O.[K+].[K+].[K+], predict the reaction product. (4) Given the reactants [NH2:1][CH2:2][CH:3]1[CH2:8][CH2:7][CH:6]([CH2:9][N:10]([CH2:31][C:32]2[CH:37]=[CH:36][CH:35]=[CH:34][CH:33]=2)[S:11]([NH:14][C:15](=[O:30])[C:16]2[CH:21]=[C:20]([C:22]([F:25])([F:24])[F:23])[CH:19]=[C:18]([C:26]([F:29])([F:28])[F:27])[CH:17]=2)(=[O:13])=[O:12])[CH2:5][CH2:4]1.C(N(CC)CC)C.[C:45](Cl)(=[O:50])[CH2:46][CH2:47][CH2:48][CH3:49], predict the reaction product. The product is: [CH2:31]([N:10]([CH2:9][CH:6]1[CH2:5][CH2:4][CH:3]([CH2:2][NH:1][C:45](=[O:50])[CH2:46][CH2:47][CH2:48][CH3:49])[CH2:8][CH2:7]1)[S:11]([NH:14][C:15](=[O:30])[C:16]1[CH:17]=[C:18]([C:26]([F:27])([F:28])[F:29])[CH:19]=[C:20]([C:22]([F:23])([F:24])[F:25])[CH:21]=1)(=[O:12])=[O:13])[C:32]1[CH:37]=[CH:36][CH:35]=[CH:34][CH:33]=1.